This data is from Reaction yield outcomes from USPTO patents with 853,638 reactions. The task is: Predict the reaction yield, written as a fraction of the theoretical maximum amount of product (1.0 means a 100% yield; for example, 0.34 means a 34% yield). The reactants are [Br:1][C:2]1[CH:3]=[CH:4][C:5]([CH2:8][N:9]2C(=O)C3C(=CC=CC=3)C2=O)=[N:6][CH:7]=1.O.NN. The catalyst is CCO. The product is [Br:1][C:2]1[CH:3]=[CH:4][C:5]([CH2:8][NH2:9])=[N:6][CH:7]=1. The yield is 0.980.